From a dataset of Reaction yield outcomes from USPTO patents with 853,638 reactions. Predict the reaction yield, written as a fraction of the theoretical maximum amount of product (1.0 means a 100% yield; for example, 0.34 means a 34% yield). (1) The reactants are I[C:2]1[CH:3]=[C:4]([N:8]2[C:16]3[C:11](=[CH:12][CH:13]=[CH:14][CH:15]=3)[C:10]([C:17]([NH2:19])=[O:18])=[N:9]2)[CH:5]=[CH:6][CH:7]=1.[OH:20][CH:21]([C:27]#[CH:28])[C:22]([O:24][CH2:25][CH3:26])=[O:23]. No catalyst specified. The product is [C:17]([C:10]1[C:11]2[C:16](=[CH:15][CH:14]=[CH:13][CH:12]=2)[N:8]([C:4]2[CH:3]=[C:2]([C:28]#[C:27][CH:21]([OH:20])[C:22]([O:24][CH2:25][CH3:26])=[O:23])[CH:7]=[CH:6][CH:5]=2)[N:9]=1)(=[O:18])[NH2:19]. The yield is 0.230. (2) The reactants are [CH3:1][C:2]1[O:6][N:5]=[C:4]([C:7]2[CH:12]=[CH:11][N:10]=[CH:9][CH:8]=2)[C:3]=1[CH2:13][O:14][C:15]1[CH:23]=[CH:22][C:18]([C:19]([OH:21])=O)=[CH:17][N:16]=1.[CH:24]([NH2:27])([CH3:26])[CH3:25]. No catalyst specified. The product is [CH:24]([NH:27][C:19](=[O:21])[C:18]1[CH:22]=[CH:23][C:15]([O:14][CH2:13][C:3]2[C:4]([C:7]3[CH:8]=[CH:9][N:10]=[CH:11][CH:12]=3)=[N:5][O:6][C:2]=2[CH3:1])=[N:16][CH:17]=1)([CH3:26])[CH3:25]. The yield is 0.700. (3) The reactants are [OH:1][C:2]1[CH:12]=[CH:11][C:5]([CH:6]=[CH:7][C:8](O)=[O:9])=[CH:4][CH:3]=1.[CH3:13][O:14][C:15](=[O:25])[C@H:16]([CH2:18][C:19]1[CH:24]=[CH:23][CH:22]=[CH:21][CH:20]=1)[NH2:17].O.ON1C2C=CC=CC=2N=N1.Cl.CN(C)CCCN=C=NCC. The catalyst is CN(C)C=O.C(N(CC)CC)C. The product is [CH3:13][O:14][C:15](=[O:25])[CH:16]([NH:17][C:8](=[O:9])[CH:7]=[CH:6][C:5]1[CH:11]=[CH:12][C:2]([OH:1])=[CH:3][CH:4]=1)[CH2:18][C:19]1[CH:24]=[CH:23][CH:22]=[CH:21][CH:20]=1. The yield is 0.910. (4) The reactants are [C:1]1([C:7]2[C:8]([N:16]3[CH2:21][CH2:20][N:19]([C:22]([O:24][C:25]([CH3:28])([CH3:27])[CH3:26])=[O:23])[CH2:18][CH2:17]3)=[C:9]3[CH:15]=[N:14][NH:13][C:10]3=[N:11][CH:12]=2)[CH:6]=[CH:5][CH:4]=[CH:3][CH:2]=1.[OH-].[K+].[I:31]I. The catalyst is CN(C=O)C.CCOC(C)=O. The product is [I:31][C:15]1[C:9]2[C:10](=[N:11][CH:12]=[C:7]([C:1]3[CH:2]=[CH:3][CH:4]=[CH:5][CH:6]=3)[C:8]=2[N:16]2[CH2:17][CH2:18][N:19]([C:22]([O:24][C:25]([CH3:28])([CH3:27])[CH3:26])=[O:23])[CH2:20][CH2:21]2)[NH:13][N:14]=1. The yield is 0.797. (5) The reactants are [CH3:1][N:2]1[C:10]2[C:5](=[CH:6][CH:7]=[CH:8][CH:9]=2)[C:4]([C:11]2[C:12](=[O:24])[NH:13][C:14](=[O:23])[C:15]=2[C:16]2[CH:21]=[CH:20][CH:19]=[C:18]([NH2:22])[CH:17]=2)=[CH:3]1.[O:25]1[CH2:30][CH2:29][C:28](=O)[CH2:27][CH2:26]1.[BH3-]C#N.[Na+]. The catalyst is CO. The product is [CH3:1][N:2]1[C:10]2[C:5](=[CH:6][CH:7]=[CH:8][CH:9]=2)[C:4]([C:11]2[C:12](=[O:24])[NH:13][C:14](=[O:23])[C:15]=2[C:16]2[CH:21]=[CH:20][CH:19]=[C:18]([NH:22][CH:28]3[CH2:29][CH2:30][O:25][CH2:26][CH2:27]3)[CH:17]=2)=[CH:3]1. The yield is 0.700. (6) The reactants are [N:1]([C@@H:4]([C@H:8]([CH3:14])[CH2:9][C:10]([F:13])([F:12])[F:11])[C:5]([OH:7])=[O:6])=[N+]=[N-].C(O)(=O)C. The catalyst is [Pd].O. The product is [F:11][C:10]([F:12])([F:13])[CH2:9][C@@H:8]([CH3:14])[C@@H:4]([C:5]([OH:7])=[O:6])[NH2:1]. The yield is 0.960. (7) The reactants are [CH3:1][N:2]1[C:6]([C:7]2[N:8]=[N:9][NH:10][N:11]=2)=[C:5]([C:12]2[CH:40]=[CH:39][C:15]([C:16]([N:18]([C@@H:26]3[CH2:31][CH2:30][CH2:29][N:28](C(OC(C)(C)C)=O)[CH2:27]3)[C:19]3[C:24]([CH3:25])=[CH:23][CH:22]=[CH:21][N:20]=3)=[O:17])=[CH:14][CH:13]=2)[CH:4]=[N:3]1.Cl.O1CCOCC1. The catalyst is CO. The product is [CH3:25][C:24]1[C:19]([N:18]([C@@H:26]2[CH2:31][CH2:30][CH2:29][NH:28][CH2:27]2)[C:16](=[O:17])[C:15]2[CH:39]=[CH:40][C:12]([C:5]3[CH:4]=[N:3][N:2]([CH3:1])[C:6]=3[C:7]3[N:8]=[N:9][NH:10][N:11]=3)=[CH:13][CH:14]=2)=[N:20][CH:21]=[CH:22][CH:23]=1. The yield is 0.940.